This data is from Forward reaction prediction with 1.9M reactions from USPTO patents (1976-2016). The task is: Predict the product of the given reaction. Given the reactants [O-][N+:2]1[C:11]2[CH:10]=[C:9]([O:12][CH2:13][CH2:14][NH:15][C:16](=[O:22])[O:17][C:18]([CH3:21])([CH3:20])[CH3:19])[CH:8]=[CH:7][C:6]=2[C:5]2[S:23][C:24]([CH2:26][CH2:27][CH3:28])=[N:25][C:4]=2[CH:3]=1.[OH-].[NH4+:30].C1(C)C=CC(S(Cl)(=O)=O)=CC=1, predict the reaction product. The product is: [NH2:30][C:3]1[C:4]2[N:25]=[C:24]([CH2:26][CH2:27][CH3:28])[S:23][C:5]=2[C:6]2[CH:7]=[CH:8][C:9]([O:12][CH2:13][CH2:14][NH:15][C:16](=[O:22])[O:17][C:18]([CH3:21])([CH3:20])[CH3:19])=[CH:10][C:11]=2[N:2]=1.